Dataset: Reaction yield outcomes from USPTO patents with 853,638 reactions. Task: Predict the reaction yield, written as a fraction of the theoretical maximum amount of product (1.0 means a 100% yield; for example, 0.34 means a 34% yield). (1) The reactants are [Cl:1][C:2]1[CH:7]=[C:6](Cl)[N:5]=[CH:4][N:3]=1.[Cl-].[CH2:10]([Zn+])[C:11]1[CH:16]=[CH:15][CH:14]=[CH:13][CH:12]=1. No catalyst specified. The product is [CH2:10]([C:6]1[CH:7]=[C:2]([Cl:1])[N:3]=[CH:4][N:5]=1)[C:11]1[CH:16]=[CH:15][CH:14]=[CH:13][CH:12]=1. The yield is 0.470. (2) The reactants are [NH:1]1[CH:5]=[CH:4][N:3]=[C:2]1[C:6]1[CH:7]=[CH:8][C:9]([CH3:30])=[C:10]([NH:12][C:13](=[O:29])[C:14]2[CH:19]=[CH:18][C:17]([O:20][CH2:21][C:22]3[CH:27]=[CH:26][CH:25]=[C:24](Br)[N:23]=3)=[CH:16][CH:15]=2)[CH:11]=1.[CH3:31][O-:32].[Na+]. The catalyst is CO. The product is [NH:1]1[CH:5]=[CH:4][N:3]=[C:2]1[C:6]1[CH:7]=[CH:8][C:9]([CH3:30])=[C:10]([NH:12][C:13](=[O:29])[C:14]2[CH:19]=[CH:18][C:17]([O:20][CH2:21][C:22]3[CH:27]=[CH:26][CH:25]=[C:24]([O:32][CH3:31])[N:23]=3)=[CH:16][CH:15]=2)[CH:11]=1. The yield is 0.137. (3) The reactants are N1CCC[C@H]1C(O)=O.[CH3:9][S:10][C:11]1[S:12][C:13]2[CH:19]=[C:18]([CH2:20][CH2:21][CH:22]=[O:23])[CH:17]=[CH:16][C:14]=2[N:15]=1.[Cl:24]N1C(=O)CCC1=O. The catalyst is C(Cl)Cl. The product is [Cl:24][CH:21]([CH2:20][C:18]1[CH:17]=[CH:16][C:14]2[N:15]=[C:11]([S:10][CH3:9])[S:12][C:13]=2[CH:19]=1)[CH:22]=[O:23]. The yield is 0.790. (4) The reactants are [CH2:1]([Li])[CH2:2][CH2:3][CH3:4].CCCCCC.C([C@H]1C[O:17][C:16]([CH3:20])([CH3:19])[N:15]1[C:21]([O:23][C:24]([CH3:27])([CH3:26])[CH3:25])=[O:22])=O. The catalyst is [Br-].C[P+](C1C=CC=CC=1)(C1C=CC=CC=1)C1C=CC=CC=1.O1CCCC1. The product is [CH3:19][C:16]1([CH3:20])[N:15]([C:21]([O:23][C:24]([CH3:27])([CH3:26])[CH3:25])=[O:22])[C@@H:2]([CH:3]=[CH2:4])[CH2:1][O:17]1. The yield is 0.640. (5) The reactants are [C:1]([O:5][C:6]([N:8]1[CH2:12][CH:11]([NH:13][C:14]([O:16][CH2:17][CH2:18][Si:19]([CH3:22])([CH3:21])[CH3:20])=[O:15])[CH:10]([C:23](O)=[O:24])[CH2:9]1)=[O:7])([CH3:4])([CH3:3])[CH3:2].O=C1N(P(Cl)(N2CCOC2=O)=O)CCO1.CCN(C(C)C)C(C)C.[F:50][C:51]1[CH:52]=[C:53]([NH2:57])[CH:54]=[CH:55][CH:56]=1. The catalyst is ClCCCl.CCOC(C)=O. The product is [C:1]([O:5][C:6]([N:8]1[CH2:12][CH:11]([NH:13][C:14]([O:16][CH2:17][CH2:18][Si:19]([CH3:20])([CH3:22])[CH3:21])=[O:15])[CH:10]([C:23](=[O:24])[NH:57][C:53]2[CH:54]=[CH:55][CH:56]=[C:51]([F:50])[CH:52]=2)[CH2:9]1)=[O:7])([CH3:2])([CH3:4])[CH3:3]. The yield is 0.425. (6) The yield is 0.840. The product is [CH2:1]([N:3]1[CH:7]([CH2:8][CH2:9][O:10][C:11]2[CH:12]=[CH:13][C:14]([NH:15][C:32](=[O:33])[CH2:31][CH2:30][CH2:29][C:25]3[CH:26]=[N:27][O:28][C:24]=3[C:18]3[CH:19]=[CH:20][CH:21]=[CH:22][CH:23]=3)=[CH:16][CH:17]=2)[CH:6]=[N:5][NH:4]1)[CH3:2]. The reactants are [CH2:1]([N:3]1[CH:7]([CH2:8][CH2:9][O:10][C:11]2[CH:17]=[CH:16][C:14]([NH2:15])=[CH:13][CH:12]=2)[CH:6]=[N:5][NH:4]1)[CH3:2].[C:18]1([C:24]2[O:28][N:27]=[CH:26][C:25]=2[CH2:29][CH2:30][CH2:31][C:32](O)=[O:33])[CH:23]=[CH:22][CH:21]=[CH:20][CH:19]=1.O.ON1C2C=CC=CC=2N=N1.Cl.C(N=C=NCCCN(C)C)C. The catalyst is O.CN(C)C=O. (7) The reactants are [NH2:1][CH2:2][C:3]1[CH:4]=[C:5]([CH:8]=[C:9]([Br:11])[CH:10]=1)[C:6]#[N:7].C([O-])([O-])=O.[Na+].[Na+].[CH3:18][C:19]([O:22][C:23](O[C:23]([O:22][C:19]([CH3:21])([CH3:20])[CH3:18])=[O:24])=[O:24])([CH3:21])[CH3:20]. The catalyst is C(Cl)Cl. The product is [Br:11][C:9]1[CH:8]=[C:5]([CH2:6][NH:7][C:23](=[O:24])[O:22][C:19]([CH3:21])([CH3:20])[CH3:18])[CH:4]=[C:3]([C:2]#[N:1])[CH:10]=1. The yield is 0.945. (8) The reactants are [F:1][C:2]([F:45])([F:44])[C:3]1[CH:4]=[C:5]([C:13]([CH3:43])([CH3:42])[C:14]([N:16]([CH3:41])[C:17]2[C:18]([C:34]3[CH:39]=[CH:38][CH:37]=[CH:36][C:35]=3[CH3:40])=[CH:19][C:20]([N:23]3[CH2:27][C:26](=[O:28])[CH2:25][C@H:24]3[CH2:29][O:30]C(=O)C)=[N:21][CH:22]=2)=[O:15])[CH:6]=[C:7]([C:9]([F:12])([F:11])[F:10])[CH:8]=1.C[O-].[Na+]. The catalyst is CO.O.[Cl-].[Na+].O. The product is [F:45][C:2]([F:1])([F:44])[C:3]1[CH:4]=[C:5]([C:13]([CH3:42])([CH3:43])[C:14]([N:16]([C:17]2[CH:22]=[N:21][C:20]([N:23]3[CH2:27][C:26](=[O:28])[CH2:25][C@H:24]3[CH2:29][OH:30])=[CH:19][C:18]=2[C:34]2[CH:39]=[CH:38][CH:37]=[CH:36][C:35]=2[CH3:40])[CH3:41])=[O:15])[CH:6]=[C:7]([C:9]([F:12])([F:10])[F:11])[CH:8]=1. The yield is 0.230. (9) The reactants are [CH3:1][C:2]1[CH:7]=[CH:6][N:5]=[C:4]([NH2:8])[C:3]=1[NH2:9].[CH:10]1([C:13](O)=O)[CH2:12][CH2:11]1.O=P(Cl)(Cl)Cl. No catalyst specified. The product is [CH:10]1([C:13]2[NH:8][C:4]3=[N:5][CH:6]=[CH:7][C:2]([CH3:1])=[C:3]3[N:9]=2)[CH2:12][CH2:11]1. The yield is 0.600.